This data is from Forward reaction prediction with 1.9M reactions from USPTO patents (1976-2016). The task is: Predict the product of the given reaction. (1) Given the reactants C([O:8][C@H:9]1[C@H:13]2[O:14][CH2:15][C@:10]1([CH2:25][O:26]CC1C=CC=CC=1)[O:11][C@H:12]2[N:16]1[CH:24]=[C:22]([CH3:23])[C:20](=[O:21])[NH:19][C:17]1=[O:18])C1C=CC=CC=1, predict the reaction product. The product is: [OH:8][C@H:9]1[C@H:13]2[O:14][CH2:15][C@:10]1([CH2:25][OH:26])[O:11][C@H:12]2[N:16]1[CH:24]=[C:22]([CH3:23])[C:20](=[O:21])[NH:19][C:17]1=[O:18]. (2) Given the reactants [NH2:1][C:2]1[C:7]([F:8])=[C:6](Cl)[N:5]=[C:4]([C:10]([O:12][CH3:13])=[O:11])[C:3]=1[Cl:14].C([Sn](CCCC)(CCCC)[C:20]([F:22])=[CH2:21])CCC, predict the reaction product. The product is: [NH2:1][C:2]1[C:7]([F:8])=[C:6]([C:20]([F:22])=[CH2:21])[N:5]=[C:4]([C:10]([O:12][CH3:13])=[O:11])[C:3]=1[Cl:14]. (3) Given the reactants [CH:1](N(C(C)C)CC)([CH3:3])[CH3:2].[CH2:10]([Li])CCC.[C:15]1([CH2:21][C:22]([OH:24])=[O:23])[CH:20]=[CH:19][CH:18]=[CH:17][CH:16]=1.C(Br)C#C.C1(C)C=CC=CC=1.Cl, predict the reaction product. The product is: [CH3:10][O:23][C:22](=[O:24])[CH:21]([C:15]1[CH:20]=[CH:19][CH:18]=[CH:17][CH:16]=1)[CH2:3][C:1]#[CH:2]. (4) Given the reactants NC1C=CC(C(OC)=O)=C(Cl)C=1[I:13].NC1C(I)=CC(C(OC)=O)=C(Cl)C=1.[NH2:27][C:28]1[C:37]([CH3:38])=[CH:36][C:31]([C:32]([O:34][CH3:35])=[O:33])=[C:30]([C:39]([F:42])([F:41])[F:40])[CH:29]=1, predict the reaction product. The product is: [NH2:27][C:28]1[C:37]([CH3:38])=[CH:36][C:31]([C:32]([O:34][CH3:35])=[O:33])=[C:30]([C:39]([F:40])([F:41])[F:42])[C:29]=1[I:13]. (5) The product is: [OH:20][C:17]([C:15]1[N:14]([CH3:21])[N:13]=[C:12]([NH:11][C:4]2[C:5]3[N:6]([CH:8]=[CH:9][N:10]=3)[CH:7]=[C:2]([C:30]3[CH:38]=[C:37]4[C:33]([CH2:34][C:35](=[O:39])[NH:36]4)=[CH:32][CH:31]=3)[CH:3]=2)[CH:16]=1)([CH3:19])[CH3:18]. Given the reactants Cl[C:2]1[CH:3]=[C:4]([NH:11][C:12]2[CH:16]=[C:15]([C:17]([OH:20])([CH3:19])[CH3:18])[N:14]([CH3:21])[N:13]=2)[C:5]2[N:6]([CH:8]=[CH:9][N:10]=2)[CH:7]=1.CC1(C)C(C)(C)OB([C:30]2[CH:38]=[C:37]3[C:33]([CH2:34][C:35](=[O:39])[NH:36]3)=[CH:32][CH:31]=2)O1.C(=O)([O-])[O-].[Na+].[Na+], predict the reaction product.